Dataset: Peptide-MHC class I binding affinity with 185,985 pairs from IEDB/IMGT. Task: Regression. Given a peptide amino acid sequence and an MHC pseudo amino acid sequence, predict their binding affinity value. This is MHC class I binding data. (1) The peptide sequence is LPQGWKGSP. The MHC is Mamu-A2201 with pseudo-sequence Mamu-A2201. The binding affinity (normalized) is 0.109. (2) The peptide sequence is LLVGSSGLSR. The MHC is Patr-A0301 with pseudo-sequence Patr-A0301. The binding affinity (normalized) is 0.0624.